Dataset: Reaction yield outcomes from USPTO patents with 853,638 reactions. Task: Predict the reaction yield, written as a fraction of the theoretical maximum amount of product (1.0 means a 100% yield; for example, 0.34 means a 34% yield). The reactants are O[C@H:2]([CH3:36])[C@H:3]([NH:5][C:6]([C:8]1[NH:9][C:10]([C:13]2[CH:18]=[C:17]([O:19][C:20]3[CH:21]=[N:22][C:23]([S:26]([CH3:29])(=[O:28])=[O:27])=[CH:24][CH:25]=3)[CH:16]=[C:15]([O:30][C@@H:31]([CH3:35])[CH2:32][O:33][CH3:34])[CH:14]=2)=[CH:11][CH:12]=1)=[O:7])[CH3:4].CS(O)(=O)=O.C(N(CC)CC)C.C(=O)([O-])O.[Na+]. The catalyst is O1CCCC1. The product is [CH3:4][C@@H:3]1[C@H:2]([CH3:36])[O:7][C:6]([C:8]2[NH:9][C:10]([C:13]3[CH:18]=[C:17]([CH:16]=[C:15]([O:30][C@@H:31]([CH3:35])[CH2:32][O:33][CH3:34])[CH:14]=3)[O:19][C:20]3[CH:25]=[CH:24][C:23]([S:26]([CH3:29])(=[O:27])=[O:28])=[N:22][CH:21]=3)=[CH:11][CH:12]=2)=[N:5]1. The yield is 0.740.